This data is from Reaction yield outcomes from USPTO patents with 853,638 reactions. The task is: Predict the reaction yield, written as a fraction of the theoretical maximum amount of product (1.0 means a 100% yield; for example, 0.34 means a 34% yield). (1) The reactants are Cl.[O:2]([NH2:4])[CH3:3].[Cl:5][C:6]1[CH:11]=[CH:10][C:9]([C:12]([CH:14]2[CH2:16][CH2:15]2)=O)=[CH:8][CH:7]=1. The catalyst is N1C=CC=CC=1. The product is [CH3:3][O:2][N:4]=[C:12]([C:9]1[CH:8]=[CH:7][C:6]([Cl:5])=[CH:11][CH:10]=1)[CH:14]1[CH2:16][CH2:15]1. The yield is 0.870. (2) The reactants are C(OC(=O)[NH:7][CH:8]([CH3:16])[CH2:9][N:10]1[CH2:15][CH2:14][O:13][CH2:12][CH2:11]1)(C)(C)C.Cl. The catalyst is CO. The product is [CH3:16][C@H:8]([NH2:7])[CH2:9][N:10]1[CH2:15][CH2:14][O:13][CH2:12][CH2:11]1. The yield is 0.960.